Dataset: Reaction yield outcomes from USPTO patents with 853,638 reactions. Task: Predict the reaction yield, written as a fraction of the theoretical maximum amount of product (1.0 means a 100% yield; for example, 0.34 means a 34% yield). (1) The reactants are [CH2:1]([OH:77])[C@H:2]1[O:7][C@@H:6]2[O:8][C@H:9]3[C@H:14]([OH:15])[C@@H:13]([OH:16])[C@@H:12]([O:17][C@H:18]4[C@H:23]([OH:24])[C@@H:22]([OH:25])[C@@H:21]([O:26][C@H:27]5[C@H:32]([OH:33])[C@@H:31]([OH:34])[C@@H:30]([O:35][C@H:36]6[C@H:41]([OH:42])[C@@H:40]([OH:43])[C@@H:39]([O:44][C@H:45]7[C@H:50]([OH:51])[C@@H:49]([OH:52])[C@@H:48]([O:53][C@H:54]8[C@H:60]([OH:61])[C@@H:59]([OH:62])[C@@H:57]([O:58][C@H:3]1[C@H:4]([OH:76])[C@H:5]2[OH:75])[O:56][C@@H:55]8[CH2:63][OH:64])[O:47][C@@H:46]7[CH2:65][OH:66])[O:38][C@@H:37]6[CH2:67][OH:68])[O:29][C@@H:28]5[CH2:69][OH:70])[O:20][C@@H:19]4[CH2:71][OH:72])[O:11][C@@H:10]3[CH2:73][OH:74].C(ON1C(=O)CCC1=O)(=O)CCCCCCC(ON1C(=O)CCC1=O)=O.C(ON1C(=O)CCC1=O)(=O)CCCCCCC(ON1C(=O)CCC1=O)=O. No catalyst specified. The product is [CH2:67]([OH:68])[C@H:37]1[O:38][C@@H:39]2[O:44][C@H:45]3[C@H:50]([OH:51])[C@@H:49]([OH:52])[C@@H:48]([O:53][C@H:54]4[C@H:60]([OH:61])[C@@H:59]([OH:62])[C@@H:57]([O:58][C@H:3]5[C@H:4]([OH:76])[C@@H:5]([OH:75])[C@@H:6]([O:8][C@H:9]6[C@H:14]([OH:15])[C@@H:13]([OH:16])[C@@H:12]([O:17][C@H:18]7[C@H:23]([OH:24])[C@@H:22]([OH:25])[C@@H:21]([O:26][C@H:27]8[C@H:32]([OH:33])[C@@H:31]([OH:34])[C@@H:30]([O:35][C@H:36]1[C@H:41]([OH:42])[C@H:40]2[OH:43])[O:29][C@@H:28]8[CH2:69][OH:70])[O:20][C@@H:19]7[CH2:71][OH:72])[O:11][C@@H:10]6[CH2:73][OH:74])[O:7][C@@H:2]5[CH2:1][OH:77])[O:56][C@@H:55]4[CH2:63][OH:64])[O:47][C@@H:46]3[CH2:65][OH:66]. The yield is 0.670. (2) The reactants are Cl.[F:2][C:3]1[CH:8]=[CH:7][C:6]([C:9]2[O:13][N:12]=[C:11]([C@H:14]3[CH2:19][CH2:18][CH2:17][NH:16][CH2:15]3)[N:10]=2)=[CH:5][CH:4]=1.[F:20][C:21]1[CH:29]=[CH:28][C:24]([C:25](O)=[O:26])=[CH:23][N:22]=1.CCN=C=NCCCN(C)C.Cl.C1C=CC2N(O)N=NC=2C=1. The catalyst is ClCCl. The product is [F:2][C:3]1[CH:8]=[CH:7][C:6]([C:9]2[O:13][N:12]=[C:11]([C@H:14]3[CH2:19][CH2:18][CH2:17][N:16]([C:25]([C:24]4[CH:23]=[N:22][C:21]([F:20])=[CH:29][CH:28]=4)=[O:26])[CH2:15]3)[N:10]=2)=[CH:5][CH:4]=1. The yield is 0.770. (3) The reactants are [F:1][C:2]1[CH:11]=[C:10]2[C:5]([C:6](=[O:21])[C:7]([C:16]([O:18]CC)=[O:17])=[CH:8][N:9]2[C@@H:12]2[CH2:14][C@@H:13]2[F:15])=[CH:4][CH:3]=1.Cl. The catalyst is C(O)(=O)C. The product is [F:1][C:2]1[CH:11]=[C:10]2[C:5]([C:6](=[O:21])[C:7]([C:16]([OH:18])=[O:17])=[CH:8][N:9]2[C@@H:12]2[CH2:14][C@@H:13]2[F:15])=[CH:4][CH:3]=1. The yield is 0.950. (4) The reactants are [CH3:1][O:2][CH:3]1[CH2:5][CH:4]1[C:6]([OH:8])=O.Cl.[NH2:10][C:11]1[N:12]=[C:13]2[CH:18]=[CH:17][C:16]([O:19][C:20]3[CH:21]=[CH:22][C:23]([CH3:36])=[C:24]([NH:26][C:27]([C:29]4[N:33]([CH3:34])[N:32]=[C:31]([CH3:35])[CH:30]=4)=[O:28])[CH:25]=3)=[N:15][N:14]2[CH:37]=1.F[P-](F)(F)(F)(F)F.N1(OC(N(C)C)=[N+](C)C)C2N=CC=CC=2N=N1.C(N(CC)C(C)C)(C)C. The yield is 0.350. The catalyst is CN(C)C=O. The product is [CH3:1][O:2][CH:3]1[CH2:5][CH:4]1[C:6]([NH:10][C:11]1[N:12]=[C:13]2[CH:18]=[CH:17][C:16]([O:19][C:20]3[CH:21]=[CH:22][C:23]([CH3:36])=[C:24]([NH:26][C:27]([C:29]4[N:33]([CH3:34])[N:32]=[C:31]([CH3:35])[CH:30]=4)=[O:28])[CH:25]=3)=[N:15][N:14]2[CH:37]=1)=[O:8]. (5) The reactants are [Br:1][C:2]1[CH:3]=[C:4]([NH:10][C:11]2[CH:15]=[C:14]([CH3:16])[NH:13][N:12]=2)[C:5](=[O:9])[N:6]([CH3:8])[CH:7]=1.[H-].[Na+].I[CH3:20].O. The catalyst is CN(C=O)C. The product is [Br:1][C:2]1[CH:3]=[C:4]([NH:10][C:11]2[CH:15]=[C:14]([CH3:16])[N:13]([CH3:20])[N:12]=2)[C:5](=[O:9])[N:6]([CH3:8])[CH:7]=1. The yield is 0.240. (6) The reactants are [CH2:1](O[C@H]1C2C(=CC(OCCC)=CC=2)[C@@H](N)C1)C=C.C(O[BH-](OC(=O)C)OC(=O)C)(=O)C.[Na+].[CH2:33]1[CH:37]2[CH2:38][NH:39][CH2:40][CH:36]2[CH2:35][N:34]1[C:41]([O:43][C:44]([CH3:47])([CH3:46])[CH3:45])=[O:42].C=O.[OH-].[Na+]. The catalyst is ClCCCl. The product is [CH3:1][N:39]1[CH2:38][CH:37]2[CH2:33][N:34]([C:41]([O:43][C:44]([CH3:47])([CH3:46])[CH3:45])=[O:42])[CH2:35][CH:36]2[CH2:40]1. The yield is 0.460. (7) The reactants are [NH2:1][C:2]1[N:6]([C:7]2[CH:12]=[C:11]([C:13](=[O:18])[NH:14][CH:15]3[CH2:17][CH2:16]3)[CH:10]=[CH:9][C:8]=2[CH3:19])[N:5]=[CH:4][C:3]=1[C:20]([OH:22])=O.[CH3:23][CH:24]1[CH2:29][CH2:28][CH2:27][CH2:26][CH:25]1[NH2:30].CCN=C=NCCCN(C)C.C1C=CC2N(O)N=NC=2C=1. The catalyst is CN(C=O)C.O. The product is [CH3:23][CH:24]1[CH2:29][CH2:28][CH2:27][CH2:26][CH:25]1[NH:30][C:20]([C:3]1[CH:4]=[N:5][N:6]([C:7]2[CH:12]=[C:11]([C:13](=[O:18])[NH:14][CH:15]3[CH2:17][CH2:16]3)[CH:10]=[CH:9][C:8]=2[CH3:19])[C:2]=1[NH2:1])=[O:22]. The yield is 0.700.